The task is: Regression. Given two drug SMILES strings and cell line genomic features, predict the synergy score measuring deviation from expected non-interaction effect.. This data is from NCI-60 drug combinations with 297,098 pairs across 59 cell lines. (1) Drug 1: C1CCN(CC1)CCOC2=CC=C(C=C2)C(=O)C3=C(SC4=C3C=CC(=C4)O)C5=CC=C(C=C5)O. Drug 2: C1C(C(OC1N2C=NC3=C(N=C(N=C32)Cl)N)CO)O. Synergy scores: CSS=0.708, Synergy_ZIP=0.0428, Synergy_Bliss=0.360, Synergy_Loewe=-1.46, Synergy_HSA=-0.938. Cell line: U251. (2) Drug 1: CN1C2=C(C=C(C=C2)N(CCCl)CCCl)N=C1CCCC(=O)O.Cl. Drug 2: CCCCCOC(=O)NC1=NC(=O)N(C=C1F)C2C(C(C(O2)C)O)O. Cell line: TK-10. Synergy scores: CSS=2.44, Synergy_ZIP=0.998, Synergy_Bliss=1.46, Synergy_Loewe=-1.35, Synergy_HSA=-2.08. (3) Drug 1: CC1=C(C(CCC1)(C)C)C=CC(=CC=CC(=CC(=O)O)C)C. Drug 2: C1=NC2=C(N=C(N=C2N1C3C(C(C(O3)CO)O)F)Cl)N. Cell line: LOX IMVI. Synergy scores: CSS=-10.8, Synergy_ZIP=4.02, Synergy_Bliss=-0.522, Synergy_Loewe=-4.12, Synergy_HSA=-5.74. (4) Drug 1: CC1OCC2C(O1)C(C(C(O2)OC3C4COC(=O)C4C(C5=CC6=C(C=C35)OCO6)C7=CC(=C(C(=C7)OC)O)OC)O)O. Drug 2: COCCOC1=C(C=C2C(=C1)C(=NC=N2)NC3=CC=CC(=C3)C#C)OCCOC.Cl. Cell line: SN12C. Synergy scores: CSS=34.2, Synergy_ZIP=-1.81, Synergy_Bliss=2.68, Synergy_Loewe=-0.222, Synergy_HSA=5.33. (5) Drug 1: CC(C)NC(=O)C1=CC=C(C=C1)CNNC.Cl. Drug 2: CC1=C(C(=O)C2=C(C1=O)N3CC4C(C3(C2COC(=O)N)OC)N4)N. Cell line: LOX IMVI. Synergy scores: CSS=0.356, Synergy_ZIP=-10.6, Synergy_Bliss=-24.0, Synergy_Loewe=-58.7, Synergy_HSA=-24.1.